From a dataset of Forward reaction prediction with 1.9M reactions from USPTO patents (1976-2016). Predict the product of the given reaction. (1) Given the reactants [NH2:1][CH2:2][C:3]([NH:5][CH:6]([C:14]1[CH:19]=[CH:18][CH:17]=[C:16]([F:20])[CH:15]=1)[C:7]1[CH:12]=[CH:11][CH:10]=[C:9]([F:13])[CH:8]=1)=[O:4].[C:21](O)(=[O:28])[C:22]1[CH:27]=[CH:26][N:25]=[CH:24][CH:23]=1, predict the reaction product. The product is: [F:20][C:16]1[CH:15]=[C:14]([CH:6]([NH:5][C:3]([CH2:2][NH:1][C:21](=[O:28])[C:22]2[CH:27]=[CH:26][N:25]=[CH:24][CH:23]=2)=[O:4])[C:7]2[CH:12]=[CH:11][CH:10]=[C:9]([F:13])[CH:8]=2)[CH:19]=[CH:18][CH:17]=1. (2) The product is: [OH:35][CH2:34][C:27]1[CH:28]=[CH:29][C:30]([N+:31]([O-:33])=[O:32])=[C:25]([NH:2][C@@H:3]2[CH2:4][CH2:5][C@H:6]([NH:9][C:10](=[O:14])[CH:11]([CH3:12])[CH3:13])[CH2:7][CH2:8]2)[CH:26]=1. Given the reactants Cl.[NH2:2][C@@H:3]1[CH2:8][CH2:7][C@H:6]([NH:9][C:10](=[O:14])[CH:11]([CH3:13])[CH3:12])[CH2:5][CH2:4]1.CCN(C(C)C)C(C)C.F[C:25]1[CH:26]=[C:27]([CH2:34][OH:35])[CH:28]=[CH:29][C:30]=1[N+:31]([O-:33])=[O:32], predict the reaction product. (3) Given the reactants [CH2:1]([O:3][C:4](=[O:26])[CH2:5][C@@H:6]([N:10](CC1C=CC=CC=1)[C@H](C1C=CC=CC=1)C)[CH2:7][CH2:8][CH3:9])[CH3:2], predict the reaction product. The product is: [CH2:1]([O:3][C:4](=[O:26])[CH2:5][C@@H:6]([NH2:10])[CH2:7][CH2:8][CH3:9])[CH3:2]. (4) The product is: [Cl:3][C:4]1[C:8]([Cl:9])=[C:7]([CH3:10])[NH:6][C:5]=1[C:11]([NH:13][C@H:14]1[CH2:19][CH2:18][N:17]([C:26]2[S:27][C:28]([C:31]([O:33][CH3:34])=[O:32])=[CH:29][N:30]=2)[CH2:16][C@H:15]1[N:20]1[CH:24]=[CH:23][N:22]=[CH:21]1)=[O:12]. Given the reactants Cl.Cl.[Cl:3][C:4]1[C:8]([Cl:9])=[C:7]([CH3:10])[NH:6][C:5]=1[C:11]([NH:13][C@H:14]1[CH2:19][CH2:18][NH:17][CH2:16][C@H:15]1[N:20]1[CH:24]=[CH:23][N:22]=[CH:21]1)=[O:12].Br[C:26]1[S:27][C:28]([C:31]([O:33][CH3:34])=[O:32])=[CH:29][N:30]=1.CCN(C(C)C)C(C)C, predict the reaction product. (5) Given the reactants [OH-].[CH2:2]([N+:6]([CH2:15][CH2:16][CH2:17][CH3:18])([CH2:11][CH2:12][CH2:13][CH3:14])[CH2:7][CH2:8][CH2:9][CH3:10])[CH2:3][CH2:4][CH3:5].[P:19]([O-:27])([O:24][CH2:25][CH3:26])([O:21][CH2:22][CH3:23])=[O:20], predict the reaction product. The product is: [CH2:22]([O:21][P:19]([O-:27])([O:24][CH2:25][CH3:26])=[O:20])[CH3:23].[CH2:15]([N+:6]([CH2:2][CH2:3][CH2:4][CH3:5])([CH2:7][CH2:8][CH2:9][CH3:10])[CH2:11][CH2:12][CH2:13][CH3:14])[CH2:16][CH2:17][CH3:18]. (6) Given the reactants [CH3:1][O:2][C:3]([C@@H:5]1[CH2:9][C@@H:8]([S:10]([C:13]2[CH:18]=[CH:17][C:16]([F:19])=[CH:15][C:14]=2[C:20]([F:23])([F:22])[F:21])(=[O:12])=[O:11])[CH2:7][N:6]1[C:24](=S)[CH2:25][C:26](=O)[CH3:27])=[O:4].[F:30][C:31]([F:41])([F:40])[C:32]1[CH:37]=[CH:36][C:35]([NH:38][NH2:39])=[CH:34][CH:33]=1, predict the reaction product. The product is: [CH3:1][O:2][C:3]([C@@H:5]1[CH2:9][C@@H:8]([S:10]([C:13]2[CH:18]=[CH:17][C:16]([F:19])=[CH:15][C:14]=2[C:20]([F:23])([F:21])[F:22])(=[O:12])=[O:11])[CH2:7][N:6]1[C:24]1[N:38]([C:35]2[CH:34]=[CH:33][C:32]([C:31]([F:30])([F:40])[F:41])=[CH:37][CH:36]=2)[N:39]=[C:26]([CH3:27])[CH:25]=1)=[O:4]. (7) The product is: [C:22]([O:11][C:12]1[CH:13]=[CH:14][C:15]([C:18](=[CH:5][C:4]2[CH:7]=[CH:8][C:9]([F:10])=[C:2]([CH3:1])[CH:3]=2)[C:19]([OH:21])=[O:20])=[CH:16][CH:17]=1)(=[O:24])[CH3:23]. Given the reactants [CH3:1][C:2]1[CH:3]=[C:4]([CH:7]=[CH:8][C:9]=1[F:10])[CH:5]=O.[OH:11][C:12]1[CH:17]=[CH:16][C:15]([CH2:18][C:19]([OH:21])=[O:20])=[CH:14][CH:13]=1.[C:22](OC(=O)C)(=[O:24])[CH3:23].C(N(C(C)C)CC)(C)C, predict the reaction product.